Dataset: Forward reaction prediction with 1.9M reactions from USPTO patents (1976-2016). Task: Predict the product of the given reaction. Given the reactants [Cl:1][C:2]1[CH:7]=[C:6]([NH:8][C:9](=[O:11])[CH3:10])[CH:5]=[CH:4][N:3]=1.[OH-].[K+].[CH3:14]I, predict the reaction product. The product is: [Cl:1][C:2]1[CH:7]=[C:6]([N:8]([CH3:14])[C:9](=[O:11])[CH3:10])[CH:5]=[CH:4][N:3]=1.